This data is from Full USPTO retrosynthesis dataset with 1.9M reactions from patents (1976-2016). The task is: Predict the reactants needed to synthesize the given product. (1) Given the product [C:1]([C:3]1[CH:8]=[CH:7][C:6]([CH:9]2[C:14]([C:15]#[N:17])=[C:13]([CH3:18])[N:12]([C:19]3[CH:24]=[CH:23][CH:22]=[C:21]([C:25]([F:28])([F:27])[F:26])[CH:20]=3)[C:11](=[O:29])[NH:10]2)=[C:5]([S:30]([CH2:33][CH3:34])(=[O:32])=[O:31])[CH:4]=1)#[N:2], predict the reactants needed to synthesize it. The reactants are: [C:1]([C:3]1[CH:8]=[CH:7][C:6]([CH:9]2[C:14]([C:15]([NH2:17])=O)=[C:13]([CH3:18])[N:12]([C:19]3[CH:24]=[CH:23][CH:22]=[C:21]([C:25]([F:28])([F:27])[F:26])[CH:20]=3)[C:11](=[O:29])[NH:10]2)=[C:5]([S:30]([CH2:33][CH3:34])(=[O:32])=[O:31])[CH:4]=1)#[N:2].[OH-].COC(NS([N+](CC)(CC)CC)(=O)=O)=O.O. (2) Given the product [F:32][C:33]1[CH:34]=[CH:35][C:36]([C:39]2[CH:40]=[CH:41][C:42]([O:45][CH:46]3[CH2:51][CH2:50][N:49]([S:52]([CH2:55][C@H:56]([CH:60]([CH3:61])[CH3:62])[C:57]([NH:27][OH:28])=[O:58])(=[O:54])=[O:53])[CH2:48][CH2:47]3)=[N:43][CH:44]=2)=[CH:37][CH:38]=1, predict the reactants needed to synthesize it. The reactants are: FC1C=CC(C2C=NC(N3CCN(S(C[C@H](C(C)C)C([NH:27][OH:28])=O)(=O)=O)CC3)=NC=2)=CC=1.[F:32][C:33]1[CH:38]=[CH:37][C:36]([C:39]2[CH:40]=[CH:41][C:42]([O:45][CH:46]3[CH2:51][CH2:50][N:49]([S:52]([CH2:55][C@H:56]([CH:60]([CH3:62])[CH3:61])[C:57](O)=[O:58])(=[O:54])=[O:53])[CH2:48][CH2:47]3)=[N:43][CH:44]=2)=[CH:35][CH:34]=1. (3) Given the product [N:15]1[CH:16]=[CH:17][CH:18]=[C:13]([C:2]2[CH:9]=[CH:8][C:5]([CH:6]=[O:7])=[CH:4][CH:3]=2)[CH:14]=1, predict the reactants needed to synthesize it. The reactants are: Br[C:2]1[CH:9]=[CH:8][C:5]([CH:6]=[O:7])=[CH:4][CH:3]=1.C(B(CC)[C:13]1[CH:14]=[N:15][CH:16]=[CH:17][CH:18]=1)C.C(=O)([O-])[O-].[Na+].[Na+]. (4) Given the product [NH2:7][C@H:8]1[CH2:13][CH2:12][CH2:11][N:10]([C:14]2[N:22]([CH2:23][C:24]3[CH:29]=[CH:28][CH:27]=[CH:26][CH:25]=3)[C:21]3[C:20](=[O:30])[N:19]([CH3:31])[C:18](=[O:32])[N:17]([CH3:33])[C:16]=3[C:15]=2[S:34][CH3:35])[CH2:9]1, predict the reactants needed to synthesize it. The reactants are: C(OC(=O)[NH:7][C@H:8]1[CH2:13][CH2:12][CH2:11][N:10]([C:14]2[N:22]([CH2:23][C:24]3[CH:29]=[CH:28][CH:27]=[CH:26][CH:25]=3)[C:21]3[C:20](=[O:30])[N:19]([CH3:31])[C:18](=[O:32])[N:17]([CH3:33])[C:16]=3[C:15]=2[S:34][CH3:35])[CH2:9]1)(C)(C)C.FC(F)(F)C(O)=O. (5) Given the product [CH2:22]([C:6]1[C:5]([OH:4])=[C:17]([CH:18]([CH3:20])[CH3:19])[CH:16]=[C:15]2[C:7]=1[CH:8]([OH:21])[CH2:9][C:10]1([O:14]2)[CH2:13][CH2:12][CH2:11]1)[CH3:23], predict the reactants needed to synthesize it. The reactants are: C([O:4][C:5]1[C:6]([CH2:22][CH3:23])=[C:7]2[C:15](=[CH:16][C:17]=1[CH:18]([CH3:20])[CH3:19])[O:14][C:10]1([CH2:13][CH2:12][CH2:11]1)[CH2:9][C:8]2=[O:21])(=O)C.[H-].[H-].[H-].[H-].[Li+].[Al+3].